From a dataset of Catalyst prediction with 721,799 reactions and 888 catalyst types from USPTO. Predict which catalyst facilitates the given reaction. (1) Product: [O:36]1[C:12]([C:17]2[N:9]=[C:7]([N:5]3[CH2:6][C@@H:1]4[CH2:23][C@H:4]3[CH2:3][O:2]4)[CH:14]=[C:15]([C:18]([F:19])([F:20])[F:21])[CH:16]=2)=[CH:13][N:34]=[CH:35]1. Reactant: [CH:1]12[CH2:23][CH:4]([N:5]([C:7]([N:9]3[C:17]4[C:12](=[C:13](Br)[CH:14]=[C:15]([C:18]([F:21])([F:20])[F:19])[CH:16]=4)CC3)=O)[CH2:6]1)[CH2:3][O:2]2.CC1(C)C(C)(C)OB(C2[O:36][C:35]([Si](C(C)C)(C(C)C)C(C)C)=[N:34]C=2)O1.C(=O)([O-])[O-].[K+].[K+].COCCOC. The catalyst class is: 103. (2) Reactant: I[C:2]1[CH:7]=[C:6]([CH3:8])[C:5]([C:9]2[N:10]=[C:11]([NH:14][C:15](=[O:22])[C:16]3[CH:21]=[CH:20][N:19]=[CH:18][CH:17]=3)[S:12][CH:13]=2)=[C:4]([CH3:23])[CH:3]=1.[CH3:24][O:25][CH2:26][CH2:27][O:28][C:29]1[N:30]=[CH:31][C:32]([SH:35])=[N:33][CH:34]=1.C(=O)([O-])[O-].[K+].[K+]. The catalyst class is: 870. Product: [CH3:24][O:25][CH2:26][CH2:27][O:28][C:29]1[N:30]=[CH:31][C:32]([S:35][C:2]2[CH:7]=[C:6]([CH3:8])[C:5]([C:9]3[N:10]=[C:11]([NH:14][C:15](=[O:22])[C:16]4[CH:21]=[CH:20][N:19]=[CH:18][CH:17]=4)[S:12][CH:13]=3)=[C:4]([CH3:23])[CH:3]=2)=[N:33][CH:34]=1. (3) Reactant: C[O:2][C:3]([C:5]1[CH:10]=[CH:9][C:8]([C:11]2[C:12]([CH3:51])([CH3:50])[C@H:13]3[C@:26]([CH3:29])([CH2:27][CH:28]=2)[C@@H:25]2[C@:16]([CH3:49])([C@@:17]4([CH3:48])[C@H:22]([CH2:23][CH2:24]2)[C@H:21]2[C@H:30]([C:33]([CH2:35][NH:36][CH2:37][CH2:38][N:39]5[CH2:44][CH2:43][O:42][CH2:41][CH2:40]5)=[CH2:34])[CH2:31][CH2:32][C@:20]2([C:45]([OH:47])=[O:46])[CH2:19][CH2:18]4)[CH2:15][CH2:14]3)=[CH:7][CH:6]=1)=[O:4].[OH-].[Na+].Cl. Product: [C:3]([C:5]1[CH:10]=[CH:9][C:8]([C:11]2[C:12]([CH3:51])([CH3:50])[C@H:13]3[C@:26]([CH3:29])([CH2:27][CH:28]=2)[C@@H:25]2[C@:16]([CH3:49])([C@@:17]4([CH3:48])[C@H:22]([CH2:23][CH2:24]2)[C@H:21]2[C@H:30]([C:33]([CH2:35][NH:36][CH2:37][CH2:38][N:39]5[CH2:40][CH2:41][O:42][CH2:43][CH2:44]5)=[CH2:34])[CH2:31][CH2:32][C@:20]2([C:45]([OH:47])=[O:46])[CH2:19][CH2:18]4)[CH2:15][CH2:14]3)=[CH:7][CH:6]=1)([OH:4])=[O:2]. The catalyst class is: 12. (4) Reactant: [F:1][CH:2]([F:29])[O:3][C:4]1[CH:9]=[CH:8][CH:7]=[CH:6][C:5]=1[CH2:10][S:11]([CH2:14][C@H:15]([OH:28])[C:16]([NH:18][C@@H:19]([CH2:26][CH3:27])[C:20](N(OC)C)=[O:21])=[O:17])(=[O:13])=[O:12].[H-].[H-].[H-].[H-].[Li+].[Al+3].C(OCC)(=O)C.[NH4+].[Cl-]. Product: [F:29][CH:2]([F:1])[O:3][C:4]1[CH:9]=[CH:8][CH:7]=[CH:6][C:5]=1[CH2:10][S:11]([CH2:14][C@H:15]([OH:28])[C:16]([NH:18][C@H:19]([CH:20]=[O:21])[CH2:26][CH3:27])=[O:17])(=[O:13])=[O:12]. The catalyst class is: 27. (5) Reactant: [CH2:1]([O:3][C:4]([C@@H:6]1[CH2:15][C@@H:14]2[C@@H:9]([CH2:10][CH2:11][C@H:12]([CH2:16][N:17]3[CH:21]=[C:20]([C:22]([O:24][CH2:25][CH3:26])=[O:23])[N:19]=[CH:18]3)[CH2:13]2)[CH2:8][N:7]1C(OC)=O)=[O:5])[CH3:2].C[Si](I)(C)C. Product: [CH2:1]([O:3][C:4]([C@@H:6]1[CH2:15][C@@H:14]2[C@@H:9]([CH2:10][CH2:11][C@H:12]([CH2:16][N:17]3[CH:21]=[C:20]([C:22]([O:24][CH2:25][CH3:26])=[O:23])[N:19]=[CH:18]3)[CH2:13]2)[CH2:8][NH:7]1)=[O:5])[CH3:2]. The catalyst class is: 2. (6) Reactant: [CH:1]([CH:3](Cl)[C:4]1[CH:9]=[CH:8][CH:7]=[CH:6][CH:5]=1)=[CH2:2].CN(C)C=O.[N-:16]=[N+:17]=[N-:18].[Na+]. Product: [CH:1]([CH:3]([N:16]=[N+:17]=[N-:18])[C:4]1[CH:9]=[CH:8][CH:7]=[CH:6][CH:5]=1)=[CH2:2]. The catalyst class is: 6.